Dataset: Reaction yield outcomes from USPTO patents with 853,638 reactions. Task: Predict the reaction yield, written as a fraction of the theoretical maximum amount of product (1.0 means a 100% yield; for example, 0.34 means a 34% yield). (1) The reactants are [Cl:1][C:2]1[CH:7]=[CH:6][CH:5]=[C:4](I)[CH:3]=1.[Cl:9][C:10]1[CH:11]=[C:12]([C:18]([F:21])([F:20])[F:19])[CH:13]=[C:14]([Cl:17])[C:15]=1F.O. The catalyst is C1C=CC=CC=1.C([Li])CCC.CCCCCC. The product is [Cl:1][C:2]1[CH:7]=[CH:6][CH:5]=[C:4]([C:15]2[C:14]([Cl:17])=[CH:13][C:12]([C:18]([F:19])([F:21])[F:20])=[CH:11][C:10]=2[Cl:9])[CH:3]=1. The yield is 0.350. (2) The reactants are [CH2:1]([C:5]1[N:6]=[C:7]([CH2:27][O:28]C)[NH:8][C:9](=[O:26])[C:10]=1[CH2:11][C:12]1[CH:17]=[CH:16][C:15]([C:18]2[C:19]([C:24]#[N:25])=[CH:20][CH:21]=[CH:22][CH:23]=2)=[CH:14][CH:13]=1)[CH2:2][CH2:3][CH3:4].ClCCl.B(Br)(Br)Br.O. The catalyst is ClCCl. The product is [CH2:1]([C:5]1[N:6]=[C:7]([CH2:27][OH:28])[NH:8][C:9](=[O:26])[C:10]=1[CH2:11][C:12]1[CH:17]=[CH:16][C:15]([C:18]2[C:19]([C:24]#[N:25])=[CH:20][CH:21]=[CH:22][CH:23]=2)=[CH:14][CH:13]=1)[CH2:2][CH2:3][CH3:4]. The yield is 0.860.